Dataset: Full USPTO retrosynthesis dataset with 1.9M reactions from patents (1976-2016). Task: Predict the reactants needed to synthesize the given product. (1) Given the product [Cl:41][C:35]1[CH:34]=[C:33]([CH2:32][NH:31][C:30]2[C:24]3[C:23](=[O:54])[N:22]=[C:21]([C:13]4[CH:12]=[C:11]([S:8]([N:5]5[CH2:6][CH2:7][C@@H:3]([N:2]([CH3:55])[CH3:1])[CH2:4]5)(=[O:9])=[O:10])[CH:16]=[CH:15][C:14]=4[O:17][CH2:18][CH2:19][CH3:20])[NH:26][C:25]=3[C:27]3=[CH:44][NH:43][N:42]=[C:28]3[N:29]=2)[CH:38]=[CH:37][C:36]=1[O:39][CH3:40], predict the reactants needed to synthesize it. The reactants are: [CH3:1][N:2]([CH3:55])[C@@H:3]1[CH2:7][CH2:6][N:5]([S:8]([C:11]2[CH:16]=[CH:15][C:14]([O:17][CH2:18][CH2:19][CH3:20])=[C:13]([C:21]3[NH:26][C:25]4[C:27]5[C:28](=[N:42][N:43](CC6C=CC(OC)=CC=6)[CH:44]=5)[N:29]=[C:30]([NH:31][CH2:32][C:33]5[CH:38]=[CH:37][C:36]([O:39][CH3:40])=[C:35]([Cl:41])[CH:34]=5)[C:24]=4[C:23](=[O:54])[N:22]=3)[CH:12]=2)(=[O:10])=[O:9])[CH2:4]1. (2) Given the product [C:48]([OH:55])(=[O:54])/[CH:49]=[CH:50]/[C:51]([OH:53])=[O:52].[CH:22]1([NH:21][C:20](=[O:28])[C@H:18]([CH3:19])[CH2:17][C@H:16]([OH:29])[C@@H:15]([NH2:14])[CH2:30][N:31]2[CH2:36][C:35](=[O:37])[N:34]([C:38]3[CH:43]=[CH:42][CH:41]=[CH:40][C:39]=3[CH3:44])[CH2:33][C:32]2([CH3:45])[CH3:46])[CH2:23][CH2:24][CH2:25][CH2:26][CH2:27]1.[NH2:85][C@@H:67]([CH2:68][N:69]1[CH2:74][C:73](=[O:75])[N:72]([C:76]2[CH:81]=[CH:80][CH:79]=[CH:78][C:77]=2[CH3:82])[CH2:71][C:70]1([CH3:83])[CH3:84])[C@@H:66]([OH:86])[CH2:65][C@@H:64]([CH3:87])[C:63]([NH:62][CH:56]1[CH2:57][CH2:58][CH2:59][CH2:60][CH2:61]1)=[O:88], predict the reactants needed to synthesize it. The reactants are: FC(F)(F)C(O)=O.C(OC(=O)[NH:14][C@@H:15]([CH2:30][N:31]1[CH2:36][C:35](=[O:37])[N:34]([C:38]2[CH:43]=[CH:42][CH:41]=[CH:40][C:39]=2[CH3:44])[CH2:33][C:32]1([CH3:46])[CH3:45])[C@@H:16]([OH:29])[CH2:17][C@H:18]([C:20](=[O:28])[NH:21][CH:22]1[CH2:27][CH2:26][CH2:25][CH2:24][CH2:23]1)[CH3:19])(C)(C)C.[C:48]([OH:55])(=[O:54])/[CH:49]=[CH:50]/[C:51]([OH:53])=[O:52].[CH:56]1([NH:62][C:63](=[O:88])[C@H:64]([CH3:87])[CH2:65][C@H:66]([OH:86])[C@@H:67]([NH2:85])[CH2:68][N:69]2[CH2:74][C:73](=[O:75])[N:72]([C:76]3[CH:81]=[CH:80][CH:79]=[CH:78][C:77]=3[CH3:82])[CH2:71][C:70]2([CH3:84])[CH3:83])[CH2:61][CH2:60][CH2:59][CH2:58][CH2:57]1. (3) Given the product [NH2:13][C@H:4]([CH2:3][C:1]#[N:2])[C:5]([NH:7][CH:8]1[CH2:9][CH2:10][CH2:11][CH2:12]1)=[O:6], predict the reactants needed to synthesize it. The reactants are: [C:1]([CH2:3][C@@H:4]([NH:13]C(=O)OC(C)(C)C)[C:5]([NH:7][CH:8]1[CH2:12][CH2:11][CH2:10][CH2:9]1)=[O:6])#[N:2]. (4) Given the product [O:12]1[CH:16]=[CH:15][CH:14]=[C:13]1[C:2]1[N:7]=[C:6]([C:8]([O:10][CH3:11])=[O:9])[CH:5]=[N:4][CH:3]=1, predict the reactants needed to synthesize it. The reactants are: Cl[C:2]1[N:7]=[C:6]([C:8]([O:10][CH3:11])=[O:9])[CH:5]=[N:4][CH:3]=1.[O:12]1[CH:16]=[CH:15][CH:14]=[C:13]1B(O)O.[Cl-].[Li+].C(=O)([O-])[O-].[Cs+].[Cs+].C1(P(C2CCCCC2)C2C=CC=CC=2C2C(OC)=CC=CC=2OC)CCCCC1.